Predict which catalyst facilitates the given reaction. From a dataset of Catalyst prediction with 721,799 reactions and 888 catalyst types from USPTO. (1) Product: [OH:19][C:16]1([C:20]2[CH:21]=[N:22][C:23]([O:26][CH3:27])=[CH:24][CH:25]=2)[CH2:15][CH2:14][CH:13]([N:11]2[CH2:10][CH:9]([NH:8][C:37]([CH2:36][NH:35][C:33](=[O:34])[C:51]3[CH:52]=[CH:53][C:2]([C:4]([F:7])([F:6])[F:5])=[CH:55][CH:56]=3)=[O:39])[CH2:12]2)[CH2:18][CH2:17]1. The catalyst class is: 2. Reactant: O[C:2]([C:4]([F:7])([F:6])[F:5])=O.[NH2:8][CH:9]1[CH2:12][N:11]([CH:13]2[CH2:18][CH2:17][C:16]([C:20]3[CH:21]=[N:22][C:23]([O:26][CH3:27])=[CH:24][CH:25]=3)([OH:19])[CH2:15][CH2:14]2)[CH2:10]1.C(O[C:33]([NH:35][CH2:36][C:37]([OH:39])=O)=[O:34])(C)(C)C.CCN=C=NCCCN(C)C.[CH:51]1[CH:52]=[CH:53]C2N(O)N=N[C:55]=2[CH:56]=1. (2) Reactant: [Br:1][C:2]1[CH:3]=[CH:4][C:5]([F:18])=[C:6]([C:8]2([CH:15]([F:17])[F:16])[NH:13][C:12](=[O:14])[CH2:11][NH:10][CH2:9]2)[CH:7]=1.[CH3:19][C:20]([O:23][C:24](O[C:24]([O:23][C:20]([CH3:22])([CH3:21])[CH3:19])=[O:25])=[O:25])([CH3:22])[CH3:21].CCN(C(C)C)C(C)C. Product: [C:20]([O:23][C:24]([N:10]1[CH2:11][C:12](=[O:14])[NH:13][C:8]([C:6]2[CH:7]=[C:2]([Br:1])[CH:3]=[CH:4][C:5]=2[F:18])([CH:15]([F:17])[F:16])[CH2:9]1)=[O:25])([CH3:22])([CH3:21])[CH3:19]. The catalyst class is: 290. (3) Reactant: C([O:8][C:9]1[CH:10]=[C:11]2[C:16](=[CH:17][C:18]=1[O:19][CH2:20][CH2:21][O:22][CH3:23])[N:15]=[CH:14][C:13]([C:24]#[N:25])=[C:12]2[Cl:26])C1C=CC=CC=1.C1(SC)C=CC=CC=1. Product: [Cl:26][C:12]1[C:11]2[C:16](=[CH:17][C:18]([O:19][CH2:20][CH2:21][O:22][CH3:23])=[C:9]([OH:8])[CH:10]=2)[N:15]=[CH:14][C:13]=1[C:24]#[N:25]. The catalyst class is: 55. (4) Reactant: [NH2:1][C:2]1[CH:7]=[CH:6][CH:5]=[CH:4][C:3]=1[C:8]1[NH:12][C:11]([CH3:13])=[C:10]([C:14]([NH2:16])=[O:15])[CH:9]=1.[CH:17](=O)[C:18]1[CH:23]=[CH:22][CH:21]=[CH:20][CH:19]=1.C(O)(=O)C.C([BH3-])#N. Product: [CH2:17]([NH:1][C:2]1[CH:7]=[CH:6][CH:5]=[CH:4][C:3]=1[C:8]1[NH:12][C:11]([CH3:13])=[C:10]([C:14]([NH2:16])=[O:15])[CH:9]=1)[C:18]1[CH:23]=[CH:22][CH:21]=[CH:20][CH:19]=1. The catalyst class is: 98. (5) Reactant: [NH2:1][C@@H:2]1[C:8](=[O:9])[N:7]([CH2:10][CH:11]2[CH2:13][CH2:12]2)[C:6]2[CH:14]=[CH:15][CH:16]=[CH:17][C:5]=2[C:4]2[CH:18]=[CH:19][CH:20]=[CH:21][C:3]1=2.[C:22](O)(=[O:26])[C@H:23]([CH3:25])[OH:24].O.ON1C2C=CC=CC=2N=N1.C(N(C(C)C)C(C)C)C.Cl.CN(C)CCCN=C=NCC. Product: [CH:11]1([CH2:10][N:7]2[C:8](=[O:9])[C@@H:2]([NH:1][C:22](=[O:26])[C@@H:23]([OH:24])[CH3:25])[C:3]3[CH:21]=[CH:20][CH:19]=[CH:18][C:4]=3[C:5]3[CH:17]=[CH:16][CH:15]=[CH:14][C:6]2=3)[CH2:13][CH2:12]1. The catalyst class is: 7. (6) Reactant: [ClH:1].[NH2:2][C:3]1[NH:7][N:6]=[CH:5][C:4]=1[C:8]#[N:9].[CH2:10]([OH:13])[C:11]#[CH:12]. Product: [ClH:1].[NH2:2][C:3]1[NH:7][N:6]=[CH:5][C:4]=1[C:8](=[NH:9])[O:13][CH2:10][C:11]#[CH:12]. The catalyst class is: 28. (7) Reactant: [CH:1]1([CH:7]([NH:21][C:22]2[CH:31]=[CH:30][C:25]([C:26]([O:28]C)=[O:27])=[CH:24][CH:23]=2)[C:8]2[CH:12]=[C:11]([C:13]3[CH:14]=[N:15][C:16](F)=[CH:17][CH:18]=3)[O:10][C:9]=2[CH3:20])[CH2:6][CH2:5][CH2:4][CH2:3][CH2:2]1.[OH-].[Li+].O.Cl.[CH3:36][O:37][CH2:38][CH2:39][OH:40]. Product: [CH:1]1([CH:7]([NH:21][C:22]2[CH:23]=[CH:24][C:25]([C:26]([OH:28])=[O:27])=[CH:30][CH:31]=2)[C:8]2[CH:12]=[C:11]([C:13]3[CH:14]=[N:15][C:16]([O:40][CH2:39][CH2:38][O:37][CH3:36])=[CH:17][CH:18]=3)[O:10][C:9]=2[CH3:20])[CH2:6][CH2:5][CH2:4][CH2:3][CH2:2]1. The catalyst class is: 7. (8) Reactant: Cl.[Cl:2][C:3]1[C:8]2[S:9][C:10]([C:12]([NH:14][C@@H:15]3[CH:20]4[CH2:21][CH2:22][N:17]([CH2:18][CH2:19]4)[CH2:16]3)=[O:13])=[CH:11][C:7]=2[CH:6]=[CH:5][CH:4]=1.O. Product: [OH2:13].[ClH:2].[Cl:2][C:3]1[C:8]2[S:9][C:10]([C:12]([NH:14][C@@H:15]3[CH:20]4[CH2:21][CH2:22][N:17]([CH2:18][CH2:19]4)[CH2:16]3)=[O:13])=[CH:11][C:7]=2[CH:6]=[CH:5][CH:4]=1. The catalyst class is: 10. (9) Reactant: [H-].[Na+].[CH:3]([C:5]1[CH:6]=[CH:7][CH:8]=[C:9]2[C:13]=1[NH:12][CH:11]=[CH:10]2)=[CH2:4].Br[CH2:15][CH2:16][CH2:17][CH:18]=[CH2:19].O. Product: [CH2:19]([N:12]1[C:13]2[C:9](=[CH:8][CH:7]=[CH:6][C:5]=2[CH:3]=[CH2:4])[CH:10]=[CH:11]1)[CH2:18][CH2:17][CH:16]=[CH2:15]. The catalyst class is: 42.